From a dataset of Forward reaction prediction with 1.9M reactions from USPTO patents (1976-2016). Predict the product of the given reaction. (1) Given the reactants C(OCC)(=O)C.Cl.C1([C@H](N)C)C=CC=CC=1.[Cl:17][C:18]1[CH:19]=[C:20]([Cl:37])[C:21]2[O:26][C@H:25]([CH:27]([CH3:29])[CH3:28])[C:24](=[O:30])[N:23]([CH2:31][CH2:32][C:33]([OH:35])=[O:34])[C:22]=2[CH:36]=1, predict the reaction product. The product is: [Cl:17][C:18]1[CH:19]=[C:20]([Cl:37])[C:21]2[O:26][C@H:25]([CH:27]([CH3:29])[CH3:28])[C:24](=[O:30])[N:23]([CH2:31][CH2:32][C:33]([OH:35])=[O:34])[C:22]=2[CH:36]=1. (2) Given the reactants [N+:1]([CH2:4][CH:5]1[C:12]2[CH:11]=[CH:10][S:9][C:8]=2[C:7](=O)[CH2:6]1)([O-])=O.[H-].[H-].[H-].[H-].[Li+].[Al+3], predict the reaction product. The product is: [S:9]1[CH:10]=[CH:11][C:12]2[CH:5]([CH2:4][NH2:1])[CH2:6][CH2:7][C:8]1=2. (3) Given the reactants C([O:8][CH:9]1[CH2:12][C:11](=[CH:13][C:14]([O:16][CH2:17][CH3:18])=[O:15])[CH2:10]1)C1C=CC=CC=1, predict the reaction product. The product is: [OH:8][CH:9]1[CH2:12][CH:11]([CH2:13][C:14]([O:16][CH2:17][CH3:18])=[O:15])[CH2:10]1. (4) The product is: [C:19]([CH2:18][N:3]1[C:11]2[C:6](=[CH:7][CH:8]=[CH:9][CH:10]=2)[CH:5]=[C:4]1[C:12]([O:14][CH2:15][CH3:16])=[O:13])#[N:20]. Given the reactants [H-].[Na+].[NH:3]1[C:11]2[C:6](=[CH:7][CH:8]=[CH:9][CH:10]=2)[CH:5]=[C:4]1[C:12]([O:14][CH2:15][CH3:16])=[O:13].Br[CH2:18][C:19]#[N:20], predict the reaction product. (5) Given the reactants [C:1]([O:5][C:6]([NH:8][C:9]1[CH:10]=[C:11]([CH:24]=[CH:25][CH:26]=1)[O:12][C:13]1[C:18]([C:19]([OH:21])=O)=[CH:17][N:16]=[C:15]([S:22][CH3:23])[N:14]=1)=[O:7])([CH3:4])([CH3:3])[CH3:2].[NH2:27][C:28]1[CH:33]=[CH:32][CH:31]=[CH:30][CH:29]=1.C([O-])([O-])=O.[Cs+].[Cs+], predict the reaction product. The product is: [C:1]([O:5][C:6](=[O:7])[NH:8][C:9]1[CH:26]=[CH:25][CH:24]=[C:11]([O:12][C:13]2[C:18]([C:19](=[O:21])[NH:27][C:28]3[CH:33]=[CH:32][CH:31]=[CH:30][CH:29]=3)=[CH:17][N:16]=[C:15]([S:22][CH3:23])[N:14]=2)[CH:10]=1)([CH3:4])([CH3:2])[CH3:3].